From a dataset of NCI-60 drug combinations with 297,098 pairs across 59 cell lines. Regression. Given two drug SMILES strings and cell line genomic features, predict the synergy score measuring deviation from expected non-interaction effect. (1) Synergy scores: CSS=-4.46, Synergy_ZIP=-1.46, Synergy_Bliss=-6.19, Synergy_Loewe=-31.0, Synergy_HSA=-13.4. Drug 2: C(CCl)NC(=O)N(CCCl)N=O. Cell line: LOX IMVI. Drug 1: C1CNP(=O)(OC1)N(CCCl)CCCl. (2) Drug 1: CC1=C(C=C(C=C1)NC2=NC=CC(=N2)N(C)C3=CC4=NN(C(=C4C=C3)C)C)S(=O)(=O)N.Cl. Drug 2: C(CCl)NC(=O)N(CCCl)N=O. Cell line: COLO 205. Synergy scores: CSS=8.76, Synergy_ZIP=6.02, Synergy_Bliss=8.70, Synergy_Loewe=-2.60, Synergy_HSA=1.14. (3) Drug 2: C(=O)(N)NO. Cell line: OVCAR-5. Synergy scores: CSS=-3.96, Synergy_ZIP=0.160, Synergy_Bliss=-4.47, Synergy_Loewe=-8.25, Synergy_HSA=-6.68. Drug 1: CN(C)N=NC1=C(NC=N1)C(=O)N.